From a dataset of Full USPTO retrosynthesis dataset with 1.9M reactions from patents (1976-2016). Predict the reactants needed to synthesize the given product. (1) Given the product [Cl:1][C:2]1[CH:9]=[C:8]([N:10]([CH2:18][C:19]2[N:20]=[CH:21][S:22][CH:23]=2)[CH2:11][C:12]([F:13])([F:14])[F:15])[CH:7]=[CH:6][C:3]=1[C:4]#[N:5], predict the reactants needed to synthesize it. The reactants are: [Cl:1][C:2]1[CH:9]=[C:8]([NH:10][CH2:11][C:12]([F:15])([F:14])[F:13])[CH:7]=[CH:6][C:3]=1[C:4]#[N:5].Cl.Cl[CH2:18][C:19]1[N:20]=[CH:21][S:22][CH:23]=1.C([O-])([O-])=O.[Cs+].[Cs+]. (2) Given the product [OH:16][C:12]1[C:13]([CH3:15])=[CH:14][C:9]([S:8][C:5]([CH3:6])([CH3:7])[CH2:4][C:3]([OH:19])=[O:2])=[C:10]([CH3:18])[C:11]=1[CH3:17], predict the reactants needed to synthesize it. The reactants are: C[O:2][C:3](=[O:19])[CH2:4][C:5]([S:8][C:9]1[CH:14]=[C:13]([CH3:15])[C:12]([OH:16])=[C:11]([CH3:17])[C:10]=1[CH3:18])([CH3:7])[CH3:6].O.Cl. (3) Given the product [F:1][C:2]1[CH:7]=[CH:6][CH:5]=[CH:4][C:3]=1[NH:8][C:9]1[O:13][C:12]([C:14]([NH:36][C:33]2[CH:32]=[CH:31][C:30]([N:27]3[CH2:26][CH2:25][N:24]([CH:21]([CH3:23])[CH3:22])[CH2:29][CH2:28]3)=[CH:35][CH:34]=2)=[O:16])=[N:11][N:10]=1, predict the reactants needed to synthesize it. The reactants are: [F:1][C:2]1[CH:7]=[CH:6][CH:5]=[CH:4][C:3]=1[NH:8][C:9]1[O:13][C:12]([C:14]([O:16]CC)=O)=[N:11][N:10]=1.[OH-].[Na+].[CH:21]([N:24]1[CH2:29][CH2:28][N:27]([C:30]2[CH:35]=[CH:34][C:33]([NH2:36])=[CH:32][CH:31]=2)[CH2:26][CH2:25]1)([CH3:23])[CH3:22].C1C=CC2N(O)N=NC=2C=1.CCN=C=NCCCN(C)C.